From a dataset of Catalyst prediction with 721,799 reactions and 888 catalyst types from USPTO. Predict which catalyst facilitates the given reaction. (1) Reactant: [H-].[Na+].[CH3:3][N:4]1[C:8]([CH2:9][C:10]#[N:11])=[N:7][CH:6]=[N:5]1.Br[CH2:13][CH2:14]Br. Product: [CH3:3][N:4]1[C:8]([C:9]2([C:10]#[N:11])[CH2:14][CH2:13]2)=[N:7][CH:6]=[N:5]1. The catalyst class is: 16. (2) Reactant: [Br:1][C:2]1[N:7]=[C:6]([F:8])[C:5]2[O:9][C:10]3[C:15]([C:16](=O)[C:4]=2[CH:3]=1)=[CH:14][C:13]([C:18]1[C:19]([F:24])=[N:20][CH:21]=[CH:22][CH:23]=1)=[CH:12][CH:11]=3.[CH3:25][Mg]Br.Cl. Product: [Br:1][C:2]1[N:7]=[C:6]([F:8])[C:5]2[O:9][C:10]3[C:15]([C:16](=[CH2:25])[C:4]=2[CH:3]=1)=[CH:14][C:13]([C:18]1[C:19]([F:24])=[N:20][CH:21]=[CH:22][CH:23]=1)=[CH:12][CH:11]=3. The catalyst class is: 1. (3) Reactant: [N+:1]([C:4]1[CH:9]=[CH:8][CH:7]=[CH:6][C:5]=1[OH:10])([O-:3])=[O:2].Br[CH2:12][CH2:13][CH3:14].C([O-])([O-])=O.[K+].[K+]. Product: [N+:1]([C:4]1[CH:9]=[CH:8][CH:7]=[CH:6][C:5]=1[O:10][CH2:12][CH2:13][CH3:14])([O-:3])=[O:2]. The catalyst class is: 31.